From a dataset of Reaction yield outcomes from USPTO patents with 853,638 reactions. Predict the reaction yield, written as a fraction of the theoretical maximum amount of product (1.0 means a 100% yield; for example, 0.34 means a 34% yield). (1) The reactants are [CH3:1][O:2][C:3]1[CH:12]=[CH:11][CH:10]=[C:9]2[C:4]=1[CH2:5][CH2:6][CH2:7][C:8]2=O.C[O:15][NH3+:16].[Cl-].C([O-])(=O)C.[Na+]. The catalyst is CO. The product is [CH3:1][O:2][C:3]1[CH:12]=[CH:11][CH:10]=[C:9]2[C:4]=1[CH2:5][CH2:6][CH2:7]/[C:8]/2=[N:16]/[OH:15]. The yield is 0.920. (2) The reactants are Cl[C:2]1[CH:7]=[CH:6][N:5]=[CH:4][C:3]=1[N+:8]([O-:10])=[O:9].[NH:11]1[CH2:15][CH2:14][CH:13]([NH:16][C:17](=[O:23])[O:18][C:19]([CH3:22])([CH3:21])[CH3:20])[CH2:12]1.CCN(C(C)C)C(C)C. The catalyst is CCO. The product is [N+:8]([C:3]1[CH:4]=[N:5][CH:6]=[CH:7][C:2]=1[N:11]1[CH2:15][CH2:14][CH:13]([NH:16][C:17](=[O:23])[O:18][C:19]([CH3:21])([CH3:20])[CH3:22])[CH2:12]1)([O-:10])=[O:9]. The yield is 0.950. (3) The reactants are [O:1]=[C:2]1[C:7]2[NH:8][C:9]3[CH:10]=[CH:11][CH:12]=[CH:13][C:14]=3[C:6]=2[N:5]=[C:4]([S:15][CH2:16][C:17]([OH:19])=O)[N:3]1[C:20]1[CH:25]=[CH:24][CH:23]=[CH:22][CH:21]=1.[CH2:26]([NH2:28])[CH3:27].C(N(CC)CC)C.CN(C(ON1N=NC2C=CC=NC1=2)=[N+](C)C)C.F[P-](F)(F)(F)(F)F. No catalyst specified. The product is [CH2:26]([NH:28][C:17](=[O:19])[CH2:16][S:15][C:4]1[N:3]([C:20]2[CH:25]=[CH:24][CH:23]=[CH:22][CH:21]=2)[C:2](=[O:1])[C:7]2[NH:8][C:9]3[CH:10]=[CH:11][CH:12]=[CH:13][C:14]=3[C:6]=2[N:5]=1)[CH3:27]. The yield is 0.433.